The task is: Predict the reactants needed to synthesize the given product.. This data is from Full USPTO retrosynthesis dataset with 1.9M reactions from patents (1976-2016). (1) Given the product [OH:7][CH2:6][C:8]1[CH:9]=[C:10]([C:16]2[N:17]=[C:18]([C:21]3[CH:26]=[CH:25][N:24]=[CH:23][CH:22]=3)[S:19][CH:20]=2)[C:11](=[O:15])[NH:12][C:13]=1[CH3:14], predict the reactants needed to synthesize it. The reactants are: N1([C:6]([C:8]2[CH:9]=[C:10]([C:16]3[N:17]=[C:18]([C:21]4[CH:26]=[CH:25][N:24]=[CH:23][CH:22]=4)[S:19][CH:20]=3)[C:11](=[O:15])[NH:12][C:13]=2[CH3:14])=[O:7])C=CN=C1.CC1NC(=O)C(C2N=C(C3C=CN=CC=3)SC=2)=CC=1C(OCCN1CCCC1)=O.C1N=CN(C(N2C=NC=C2)=O)C=1.CCN(C(C)C)C(C)C. (2) Given the product [C:13]([C:11]1[CH:10]=[CH:9][N:8]2[C:4]3[CH2:3][C@H:2]([NH:1][C:26](=[O:35])[C@H:27]([OH:28])[C:29]4[CH:34]=[CH:33][CH:32]=[CH:31][CH:30]=4)[C@@H:16]([C:17]4[CH:22]=[C:21]([F:23])[C:20]([F:24])=[CH:19][C:18]=4[F:25])[CH2:15][C:5]=3[N:6]=[C:7]2[CH:12]=1)#[N:14], predict the reactants needed to synthesize it. The reactants are: [NH2:1][CH:2]1[CH:16]([C:17]2[CH:22]=[C:21]([F:23])[C:20]([F:24])=[CH:19][C:18]=2[F:25])[CH2:15][C:5]2[N:6]=[C:7]3[CH:12]=[C:11]([C:13]#[N:14])[CH:10]=[CH:9][N:8]3[C:4]=2[CH2:3]1.[C:26](O)(=[O:35])[C@@H:27]([C:29]1[CH:34]=[CH:33][CH:32]=[CH:31][CH:30]=1)[OH:28].ON1C2C=CC=CC=2N=N1.CCN(C(C)C)C(C)C.Cl.CN(C)CCCN=C=NCC. (3) Given the product [OH:55][NH:56][C:41]([CH:23]1[C:24]2[C:29](=[C:28]([O:32][CH2:33][CH2:34][N:35]3[CH2:36][CH2:37][CH2:38][CH2:39][CH2:40]3)[CH:27]=[CH:26][CH:25]=2)[CH2:30][CH2:31][N:22]1[S:19]([C:16]1[CH:15]=[CH:14][C:13]([O:12][C:11]2[CH:44]=[CH:45][C:8]([F:7])=[CH:9][CH:10]=2)=[CH:18][CH:17]=1)(=[O:20])=[O:21])=[O:43], predict the reactants needed to synthesize it. The reactants are: ClC(OCC)=O.[F:7][C:8]1[CH:45]=[CH:44][C:11]([O:12][C:13]2[CH:18]=[CH:17][C:16]([S:19]([N:22]3[CH2:31][CH2:30][C:29]4[C:24](=[CH:25][CH:26]=[CH:27][C:28]=4[O:32][CH2:33][CH2:34][N:35]4[CH2:40][CH2:39][CH2:38][CH2:37][CH2:36]4)[CH:23]3[C:41]([OH:43])=O)(=[O:21])=[O:20])=[CH:15][CH:14]=2)=[CH:10][CH:9]=1.CN1CCOCC1.C[Si](C)(C)[O:55][NH2:56]. (4) Given the product [CH3:1][O:2][C:3]1[CH:4]=[C:5]2[C:10](=[CH:11][C:12]=1[O:13][CH3:14])[N:9]=[CH:8][CH:7]=[C:6]2[O:15][C:16]1[C:22]([CH3:23])=[CH:21][C:19]([NH:20][C:29](=[O:35])[O:28][CH2:26][CH2:43][CH2:42][CH2:41][CH2:40][CH2:39][N:38]([CH3:46])[CH3:37])=[C:18]([CH3:24])[CH:17]=1, predict the reactants needed to synthesize it. The reactants are: [CH3:1][O:2][C:3]1[CH:4]=[C:5]2[C:10](=[CH:11][C:12]=1[O:13][CH3:14])[N:9]=[CH:8][CH:7]=[C:6]2[O:15][C:16]1[C:22]([CH3:23])=[CH:21][C:19]([NH2:20])=[C:18]([CH3:24])[CH:17]=1.Cl[C:26](Cl)([O:28][C:29](=[O:35])OC(Cl)(Cl)Cl)Cl.[CH3:37][N:38]([CH3:46])[CH2:39][CH2:40][CH2:41][CH2:42][CH2:43]CO.C(=O)(O)[O-].[Na+]. (5) Given the product [CH:1]1([C:7]2[C:8]3[S:27][C:26]([C:28]([O:30][CH3:31])=[O:29])=[CH:25][C:9]=3[N:10]([CH2:20][C:21]([O:23][CH3:24])=[O:22])[C:11]=2[C:12]2[CH:17]=[CH:16][CH:15]=[CH:14][C:13]=2[CH2:18][NH:42][C@H:39]2[CH2:40][CH2:41][N:37]([CH:34]([CH3:36])[CH3:35])[CH2:38]2)[CH2:2][CH2:3][CH2:4][CH2:5][CH2:6]1, predict the reactants needed to synthesize it. The reactants are: [CH:1]1([C:7]2[C:8]3[S:27][C:26]([C:28]([O:30][CH3:31])=[O:29])=[CH:25][C:9]=3[N:10]([CH2:20][C:21]([O:23][CH3:24])=[O:22])[C:11]=2[C:12]2[CH:17]=[CH:16][CH:15]=[CH:14][C:13]=2[CH:18]=O)[CH2:6][CH2:5][CH2:4][CH2:3][CH2:2]1.Cl.Cl.[CH:34]([N:37]1[CH2:41][CH2:40][C@H:39]([NH2:42])[CH2:38]1)([CH3:36])[CH3:35].C(OC(N[C@H]1CCNC1)=O)(C)(C)C.C(O[BH-](OC(=O)C)OC(=O)C)(=O)C.[Na+].[BH3-]C#N.[Na+]. (6) Given the product [CH3:1][O:2][C:3]1[CH:4]=[C:5]([NH:11][C:12]2[C:17]([C:18]3[NH:22][C:21]([NH:23][C:24]4[CH:29]=[CH:28][CH:27]=[C:26]([NH2:30])[CH:25]=4)=[N:20][N:19]=3)=[CH:16][CH:15]=[CH:14][N:13]=2)[CH:6]=[C:7]([O:9][CH3:10])[CH:8]=1, predict the reactants needed to synthesize it. The reactants are: [CH3:1][O:2][C:3]1[CH:4]=[C:5]([NH:11][C:12]2[C:17]([C:18]3[NH:22][C:21]([NH:23][C:24]4[CH:29]=[CH:28][CH:27]=[C:26]([N+:30]([O-])=O)[CH:25]=4)=[N:20][N:19]=3)=[CH:16][CH:15]=[CH:14][N:13]=2)[CH:6]=[C:7]([O:9][CH3:10])[CH:8]=1. (7) The reactants are: [F:1][C:2]1[CH:7]=[CH:6][CH:5]=[CH:4][C:3]=1[C:8]1[N:12]([S:13]([C:16]2[CH:17]=[N:18][CH:19]=[CH:20][CH:21]=2)(=[O:15])=[O:14])[CH:11]=[C:10]([CH:22]=[O:23])[CH:9]=1.[Br:24]N1C(=O)CCC1=O.C(=O)([O-])O.[Na+]. Given the product [Br:24][C:11]1[N:12]([S:13]([C:16]2[CH:17]=[N:18][CH:19]=[CH:20][CH:21]=2)(=[O:15])=[O:14])[C:8]([C:3]2[CH:4]=[CH:5][CH:6]=[CH:7][C:2]=2[F:1])=[CH:9][C:10]=1[CH:22]=[O:23], predict the reactants needed to synthesize it. (8) Given the product [CH2:14]([CH:11]([C:8]1[N:7]2[C:2]([F:1])=[CH:3][C:4]([C:21]3[CH:26]=[CH:25][N:24]=[C:23]([NH:27][C:28]4[N:29]([CH3:33])[N:30]=[CH:31][CH:32]=4)[N:22]=3)=[CH:5][C:6]2=[N:10][N:9]=1)[CH2:12][Br:53])[C:15]1[CH:20]=[CH:19][CH:18]=[CH:17][CH:16]=1, predict the reactants needed to synthesize it. The reactants are: [F:1][C:2]1[N:7]2[C:8]([CH:11]([CH2:14][C:15]3[CH:20]=[CH:19][CH:18]=[CH:17][CH:16]=3)[CH2:12]O)=[N:9][N:10]=[C:6]2[CH:5]=[C:4]([C:21]2[CH:26]=[CH:25][N:24]=[C:23]([NH:27][C:28]3[N:29]([CH3:33])[N:30]=[CH:31][CH:32]=3)[N:22]=2)[CH:3]=1.C1C=CC(P(C2C=CC=CC=2)C2C=CC=CC=2)=CC=1.[Br:53]Br.CCN(C(C)C)C(C)C.